From a dataset of Forward reaction prediction with 1.9M reactions from USPTO patents (1976-2016). Predict the product of the given reaction. (1) Given the reactants [F:1]C1C=CC=CC=1CC(=O)C(OCC)=O.Br[C:17]1[CH:18]=[C:19]([CH:22]=[CH:23][CH:24]=1)[CH2:20]Br.[Mg].[C:26]([O:33]CC)(=O)[C:27]([O:29][CH2:30][CH3:31])=[O:28], predict the reaction product. The product is: [F:1][C:17]1[CH:18]=[C:19]([CH2:20][C:26](=[O:33])[C:27]([O:29][CH2:30][CH3:31])=[O:28])[CH:22]=[CH:23][CH:24]=1. (2) Given the reactants [NH2:1][CH:2]([CH2:6][CH:7]([CH:9]1[CH2:14][CH2:13][CH2:12][CH2:11]C1)[OH:8])[C:3]([OH:5])=[O:4].C1(C2ON=C(C(O)=O)C=2)CCCC1.C(O)(=O)C.[H][H], predict the reaction product. The product is: [NH2:1][CH:2]([CH2:6][CH:7]([CH:9]1[CH2:14][CH2:13][CH2:12][CH2:11]1)[OH:8])[C:3]([OH:5])=[O:4].